This data is from Forward reaction prediction with 1.9M reactions from USPTO patents (1976-2016). The task is: Predict the product of the given reaction. (1) Given the reactants C([N:20]1[CH:24]=[C:23]([C:25]2[CH:40]=[CH:39][CH:38]=[CH:37][C:26]=2[O:27][CH2:28][CH2:29][C:30]2[CH:36]=[CH:35][C:33]([NH2:34])=[CH:32][CH:31]=2)[N:22]=[CH:21]1)(C1C=CC=CC=1)(C1C=CC=CC=1)C1C=CC=CC=1.N1C=CC=CC=1.[CH2:47]([S:54](Cl)(=[O:56])=[O:55])[C:48]1[CH:53]=[CH:52][CH:51]=[CH:50][CH:49]=1, predict the reaction product. The product is: [NH:20]1[CH:24]=[C:23]([C:25]2[CH:40]=[CH:39][CH:38]=[CH:37][C:26]=2[O:27][CH2:28][CH2:29][C:30]2[CH:31]=[CH:32][C:33]([NH:34][S:54]([CH2:47][C:48]3[CH:53]=[CH:52][CH:51]=[CH:50][CH:49]=3)(=[O:56])=[O:55])=[CH:35][CH:36]=2)[N:22]=[CH:21]1. (2) Given the reactants [NH2:1][CH2:2][C:3]1[CH:8]=[CH:7][C:6]([C:9]([NH:11][C:12]2[CH:17]=[CH:16][CH:15]=[CH:14][C:13]=2[C:18](=[O:27])[NH:19][C:20]2[CH:25]=[CH:24][C:23]([Cl:26])=[CH:22][N:21]=2)=[O:10])=[CH:5][CH:4]=1.[CH3:28][N:29]1[CH2:33][CH2:32][N:31]=[C:30]1SC.CCN(CC)CC, predict the reaction product. The product is: [Cl:26][C:23]1[CH:24]=[CH:25][C:20]([NH:19][C:18]([C:13]2[CH:14]=[CH:15][CH:16]=[CH:17][C:12]=2[NH:11][C:9]([C:6]2[CH:5]=[CH:4][C:3]([CH2:2][NH:1][C:30]3[N:29]([CH3:28])[CH2:33][CH2:32][N:31]=3)=[CH:8][CH:7]=2)=[O:10])=[O:27])=[N:21][CH:22]=1. (3) Given the reactants [CH3:1][CH2:2][C@H:3]1[O:18][C:16](=[O:17])[C@H:15]([CH3:19])[C@@H:14]([O:20][C@@H:21]2[O:26][C@@H:25]([CH3:27])[C@H:24]([OH:28])[C@@:23]([O:30][CH3:31])([CH3:29])[CH2:22]2)[C@H:13]([CH3:32])[C@@H:12]([O:33][C@@H:34]2[O:39][C@H:38]([CH3:40])C[C@H](N(C)C)[C@H:35]2[OH:44])[C@@:11]([OH:46])([CH3:45])[CH2:10][C@@H:9]([CH3:47])[C:7](=O)[C@H:6]([CH3:48])[C@@H:5]([OH:49])[C@@:4]1([OH:51])[CH3:50].[CH2:52]([N:54]([CH2:57][CH3:58])[CH2:55]C)C.Cl.[OH:60][NH2:61].N, predict the reaction product. The product is: [CH3:1][CH2:2][C@H:3]1[O:18][C:16](=[O:17])[C@H:15]([CH3:19])[C@@H:14]([O:20][C@@H:21]2[O:26][C@@H:25]([CH3:27])[C@H:24]([OH:28])[C@@:23]([O:30][CH3:31])([CH3:29])[CH2:22]2)[C@H:13]([CH3:32])[C@@H:12]([O:33][C@@H:34]2[O:39][C@H:38]([CH3:40])[CH2:58][C@H:57]([N:54]([CH3:52])[CH3:55])[C@H:35]2[OH:44])[C@@:11]([OH:46])([CH3:45])[CH2:10][C@@H:9]([CH3:47])/[C:7](=[N:61]\[OH:60])/[C@H:6]([CH3:48])[C@@H:5]([OH:49])[C@@:4]1([OH:51])[CH3:50]. (4) Given the reactants [C:1]([O:5][C:6]([N:8]([CH2:26][C:27]1[CH:32]=[CH:31][CH:30]=[C:29]([Cl:33])[CH:28]=1)[CH:9]1[C:21]2[C:12](=[CH:13][C:14]3[CH:15]4[CH2:25][CH2:24][CH2:23][CH:16]4[C:17](=O)[NH:18][C:19]=3[CH:20]=2)[CH2:11][CH2:10]1)=[O:7])([CH3:4])([CH3:3])[CH3:2].COC1C=CC(P2(SP(C3C=CC(OC)=CC=3)(=S)S2)=[S:43])=CC=1, predict the reaction product. The product is: [C:1]([O:5][C:6]([N:8]([CH2:26][C:27]1[CH:32]=[CH:31][CH:30]=[C:29]([Cl:33])[CH:28]=1)[CH:9]1[C:21]2[C:12](=[CH:13][C:14]3[CH:15]4[CH2:25][CH2:24][CH2:23][CH:16]4[C:17](=[S:43])[NH:18][C:19]=3[CH:20]=2)[CH2:11][CH2:10]1)=[O:7])([CH3:4])([CH3:3])[CH3:2]. (5) Given the reactants [NH2:1][C:2]1[CH:10]=[C:9]([C:11]([OH:13])=[O:12])[CH:8]=[CH:7][C:3]=1[C:4]([OH:6])=[O:5].S(=O)(=O)(O)O.[CH3:19]O, predict the reaction product. The product is: [CH3:19][O:12][C:11](=[O:13])[C:9]1[CH:8]=[CH:7][C:3]([C:4]([OH:6])=[O:5])=[C:2]([NH2:1])[CH:10]=1. (6) Given the reactants [F:1][C:2]([F:29])([F:28])[C:3]1[CH:4]=[C:5]([C:13]([CH3:27])([CH3:26])[C:14]([N:16]([C:18]2[CH:19]=[N:20][C:21]([Cl:25])=[CH:22][C:23]=2I)[CH3:17])=[O:15])[CH:6]=[C:7]([C:9]([F:12])([F:11])[F:10])[CH:8]=1.B(O)(O)[C:31]1[C:36]([CH:37]=[O:38])=[CH:35][CH:34]=[CH:33][CH:32]=1.C(=O)([O-])[O-].[Na+].[Na+], predict the reaction product. The product is: [F:1][C:2]([F:29])([F:28])[C:3]1[CH:4]=[C:5]([C:13]([CH3:27])([CH3:26])[C:14]([N:16]([C:18]2[CH:19]=[N:20][C:21]([Cl:25])=[CH:22][C:23]=2[C:35]2[CH:34]=[CH:33][CH:32]=[CH:31][C:36]=2[CH:37]=[O:38])[CH3:17])=[O:15])[CH:6]=[C:7]([C:9]([F:12])([F:11])[F:10])[CH:8]=1.